This data is from Acute oral toxicity (LD50) regression data from Zhu et al.. The task is: Regression/Classification. Given a drug SMILES string, predict its toxicity properties. Task type varies by dataset: regression for continuous values (e.g., LD50, hERG inhibition percentage) or binary classification for toxic/non-toxic outcomes (e.g., AMES mutagenicity, cardiotoxicity, hepatotoxicity). Dataset: ld50_zhu. (1) The compound is CC1(C)C2CCC1(C)C(Oc1ccc(N)cc1)C2. The rat oral LD50 is 2.57, given as -log10 of the dose in mol/kg body weight (higher means more acutely toxic). (2) The molecule is FC(F)(F)N=C1SC(=Nc2ccccc2)N(c2ccccc2)C1=NC(F)(F)F. The rat oral LD50 is 2.29, given as -log10 of the dose in mol/kg body weight (higher means more acutely toxic). (3) The drug is CN(C)C(=O)NC1CC2CC1C1CCCC21. The rat oral LD50 is 2.05, given as -log10 of the dose in mol/kg body weight (higher means more acutely toxic). (4) The molecule is COP(=S)(OC)SCC(=O)O. The rat oral LD50 is 1.94, given as -log10 of the dose in mol/kg body weight (higher means more acutely toxic).